From a dataset of Forward reaction prediction with 1.9M reactions from USPTO patents (1976-2016). Predict the product of the given reaction. (1) Given the reactants [N:1]1([CH2:6][C@H:7]2[CH2:12][CH2:11][C@H:10]([NH:13]C(=O)OC(C)(C)C)[CH2:9][CH2:8]2)[CH2:5][CH2:4][CH2:3][CH2:2]1.[ClH:21].O, predict the reaction product. The product is: [ClH:21].[ClH:21].[N:1]1([CH2:6][C@H:7]2[CH2:8][CH2:9][C@H:10]([NH2:13])[CH2:11][CH2:12]2)[CH2:5][CH2:4][CH2:3][CH2:2]1. (2) Given the reactants [CH3:1][O:2][C:3]1[CH:8]=[CH:7][C:6]([C:9]2[N:10]=[C:11]([C:22]3([C:28]([O:30][CH2:31][C:32]4[CH:37]=[CH:36][CH:35]=[CH:34][CH:33]=4)=[O:29])[CH2:27][CH2:26][NH:25][CH2:24][CH2:23]3)[O:12][C:13]=2[C:14]2[CH:19]=[CH:18][C:17]([O:20][CH3:21])=[CH:16][CH:15]=2)=[CH:5][CH:4]=1.ClC(Cl)(O[C:42](=[O:48])OC(Cl)(Cl)Cl)Cl.C(N(CC)CC)C.Cl.[CH3:58][NH:59][OH:60], predict the reaction product. The product is: [CH3:1][O:2][C:3]1[CH:4]=[CH:5][C:6]([C:9]2[N:10]=[C:11]([C:22]3([C:28]([O:30][CH2:31][C:32]4[CH:37]=[CH:36][CH:35]=[CH:34][CH:33]=4)=[O:29])[CH2:27][CH2:26][N:25]([C:42](=[O:48])[N:59]([OH:60])[CH3:58])[CH2:24][CH2:23]3)[O:12][C:13]=2[C:14]2[CH:15]=[CH:16][C:17]([O:20][CH3:21])=[CH:18][CH:19]=2)=[CH:7][CH:8]=1. (3) Given the reactants [O:1]1[CH2:6][CH2:5][N:4]([C:7]2[CH:19]=[CH:18][CH:17]=[CH:16][C:8]=2[O:9][CH2:10][C:11]([O:13]CC)=O)[CH2:3][CH2:2]1.[NH2:20][CH2:21][CH:22]([OH:34])[CH2:23][N:24]1[CH2:33][CH2:32][C:31]2[C:26](=[CH:27][CH:28]=[CH:29][CH:30]=2)[CH2:25]1, predict the reaction product. The product is: [CH2:25]1[C:26]2[C:31](=[CH:30][CH:29]=[CH:28][CH:27]=2)[CH2:32][CH2:33][N:24]1[CH2:23][CH:22]([OH:34])[CH2:21][NH:20][C:11](=[O:13])[CH2:10][O:9][C:8]1[CH:16]=[CH:17][CH:18]=[CH:19][C:7]=1[N:4]1[CH2:3][CH2:2][O:1][CH2:6][CH2:5]1. (4) Given the reactants [CH3:1][O:2][CH2:3][C:4](=[O:22])[C:5](=[N:10][NH:11][C:12]1[CH:17]=[CH:16][CH:15]=[C:14]([C:18]([F:21])([F:20])[F:19])[CH:13]=1)[C:6]([O:8][CH3:9])=[O:7].[CH3:23]OC(OC)N(C)C, predict the reaction product. The product is: [CH3:1][O:2][C:3]1[C:4](=[O:22])[C:5]([C:6]([O:8][CH3:9])=[O:7])=[N:10][N:11]([C:12]2[CH:17]=[CH:16][CH:15]=[C:14]([C:18]([F:21])([F:19])[F:20])[CH:13]=2)[CH:23]=1.